Predict the reaction yield, written as a fraction of the theoretical maximum amount of product (1.0 means a 100% yield; for example, 0.34 means a 34% yield). From a dataset of Reaction yield outcomes from USPTO patents with 853,638 reactions. (1) The reactants are C[Si](Cl)(C)C.C[OH:7].[CH3:8][O:9][CH2:10][CH2:11][N:12]([CH3:23])[C:13]1[N:18]=[CH:17][C:16]([CH:19]([CH3:22])[C:20]#N)=[CH:15][CH:14]=1.[C:24]([O-])(O)=[O:25].[Na+]. The catalyst is O. The product is [CH3:8][O:9][CH2:10][CH2:11][N:12]([CH3:23])[C:13]1[N:18]=[CH:17][C:16]([CH:19]([CH3:22])[C:20]([O:25][CH3:24])=[O:7])=[CH:15][CH:14]=1. The yield is 0.610. (2) The reactants are C(C1C=CC(N)=CC=1)CC1C=CC(N)=CC=1.[C:17]([O:21][C:22]([N:24]1[CH2:28][CH2:27][CH2:26][CH:25]1C(O)=O)=[O:23])([CH3:20])([CH3:19])[CH3:18].C(OC(N1C2C(=CC=CC=2)C=CC1)=O)C. The catalyst is C(Cl)Cl. The product is [C:17]([O:21][C:22]([N:24]1[CH2:28][CH2:27][CH2:26][CH2:25]1)=[O:23])([CH3:20])([CH3:18])[CH3:19]. The yield is 0.970. (3) The reactants are [O:1]=[C:2]([C:15]1[CH:20]=[C:19]([F:21])[C:18]([F:22])=[C:17]([F:23])[CH:16]=1)[CH2:3][CH2:4][CH2:5][CH2:6][NH:7]C(=O)OC(C)(C)C. The catalyst is FC(F)(F)C(O)=O.ClCCl. The product is [NH2:7][CH2:6][CH2:5][CH2:4][CH2:3][C:2]([C:15]1[CH:16]=[C:17]([F:23])[C:18]([F:22])=[C:19]([F:21])[CH:20]=1)=[O:1]. The yield is 0.880. (4) The reactants are [C-]#N.[K+].CC(C)(O)[C:6]#[N:7].[Cl:10][C:11]1[CH:12]=[C:13](/[C:18](/[C:37]([F:40])([F:39])[F:38])=[CH:19]\[C:20]([C:22]2[CH:35]=[CH:34][C:25]([C:26]([NH:28][C:29]3([CH3:33])[CH2:32][S:31][CH2:30]3)=[O:27])=[C:24]([CH3:36])[CH:23]=2)=[O:21])[CH:14]=[C:15]([Cl:17])[CH:16]=1.O. The catalyst is C1(C)C=CC=CC=1. The product is [C:6]([C@@:18]([C:13]1[CH:14]=[C:15]([Cl:17])[CH:16]=[C:11]([Cl:10])[CH:12]=1)([C:37]([F:40])([F:39])[F:38])[CH2:19][C:20]([C:22]1[CH:35]=[CH:34][C:25]([C:26]([NH:28][C:29]2([CH3:33])[CH2:32][S:31][CH2:30]2)=[O:27])=[C:24]([CH3:36])[CH:23]=1)=[O:21])#[N:7]. The yield is 0.240. (5) The reactants are [CH3:1][O:2][C:3]1[N:8]=[N:7][C:6]([NH2:9])=[CH:5][CH:4]=1.[H-].[Na+].[N+](C1C=CC([O:21][C:22]([N:24]2[CH2:27][CH:26]([O:28][C:29]3[CH:34]=[CH:33][C:32]([C:35]4[CH:40]=[CH:39][CH:38]=[CH:37][C:36]=4[F:41])=[CH:31][N:30]=3)[CH2:25]2)=O)=CC=1)([O-])=O. The catalyst is CN(C=O)C. The product is [CH3:1][O:2][C:3]1[N:8]=[N:7][C:6]([NH:9][C:22]([N:24]2[CH2:25][CH:26]([O:28][C:29]3[CH:34]=[CH:33][C:32]([C:35]4[CH:40]=[CH:39][CH:38]=[CH:37][C:36]=4[F:41])=[CH:31][N:30]=3)[CH2:27]2)=[O:21])=[CH:5][CH:4]=1. The yield is 0.370. (6) The reactants are [CH2:1]([N:8]1[C:12](=[O:13])[CH2:11][O:10][C:9]1=[O:14])[C:2]1[CH:7]=[CH:6][CH:5]=[CH:4][CH:3]=1.[BH4-].[Na+].CC(C)=O. The catalyst is CO. The product is [CH2:1]([N:8]1[CH:12]([OH:13])[CH2:11][O:10][C:9]1=[O:14])[C:2]1[CH:3]=[CH:4][CH:5]=[CH:6][CH:7]=1. The yield is 0.760. (7) The reactants are [CH3:1][O:2][C:3]([C:5]1(Br)[CH:14]=[C:13]([O:15][CH2:16][O:17][CH2:18][CH2:19][Si:20]([CH3:23])([CH3:22])[CH3:21])[C:12]2[C:7](=[CH:8][CH:9]=[C:10]([O:24][CH3:25])[CH:11]=2)[NH:6]1)=[O:4].[CH3:27][N:28]1[CH2:34][CH2:33][CH2:32][NH:31][CH2:30][CH2:29]1.C1C=CC(P(C2C(C3C(P(C4C=CC=CC=4)C4C=CC=CC=4)=CC=C4C=3C=CC=C4)=C3C(C=CC=C3)=CC=2)C2C=CC=CC=2)=CC=1.C(=O)([O-])[O-].[Cs+].[Cs+]. The catalyst is C1(C)C=CC=CC=1. The product is [CH3:1][O:2][C:3]([C:5]1[CH:14]=[C:13]([O:15][CH2:16][O:17][CH2:18][CH2:19][Si:20]([CH3:23])([CH3:22])[CH3:21])[C:12]2[C:7](=[C:8]([N:31]3[CH2:32][CH2:33][CH2:34][N:28]([CH3:27])[CH2:29][CH2:30]3)[CH:9]=[C:10]([O:24][CH3:25])[CH:11]=2)[N:6]=1)=[O:4]. The yield is 0.920. (8) The reactants are C[O:2][C:3](=[O:22])[C:4]1[CH:9]=[CH:8][C:7]([CH:10]=[CH:11][C:12]2[C:20]3[C:15](=[CH:16][CH:17]=[CH:18][CH:19]=3)[NH:14][N:13]=2)=[C:6]([NH2:21])[CH:5]=1.C(N(CC)CC)C.[O:30]1[CH:34]=[CH:33][CH:32]=[C:31]1[C:35](Cl)=[O:36].[OH-].[Na+].Cl. The catalyst is C1COCC1.CO. The product is [NH:14]1[C:15]2[C:20](=[CH:19][CH:18]=[CH:17][CH:16]=2)[C:12](/[CH:11]=[CH:10]/[C:7]2[CH:8]=[CH:9][C:4]([C:3]([OH:2])=[O:22])=[CH:5][C:6]=2[NH:21][C:35]([C:31]2[O:30][CH:34]=[CH:33][CH:32]=2)=[O:36])=[N:13]1. The yield is 0.820. (9) The reactants are [N:1]([C@@H:4]1[CH2:9][O:8][C@H:7]([CH:10]([C:17]2[CH:22]=[CH:21][CH:20]=[CH:19][CH:18]=2)[C:11]2[CH:16]=[CH:15][CH:14]=[CH:13][CH:12]=2)[CH2:6][C@H:5]1[OH:23])=[N+]=[N-]. The catalyst is CO.[Pd]. The product is [NH2:1][C@@H:4]1[CH2:9][O:8][C@H:7]([CH:10]([C:11]2[CH:16]=[CH:15][CH:14]=[CH:13][CH:12]=2)[C:17]2[CH:22]=[CH:21][CH:20]=[CH:19][CH:18]=2)[CH2:6][C@H:5]1[OH:23]. The yield is 0.970.